From a dataset of Forward reaction prediction with 1.9M reactions from USPTO patents (1976-2016). Predict the product of the given reaction. (1) Given the reactants Br[C:2]1[N:7]=[C:6]([C:8]2[N:12]3[CH:13]=[CH:14][N:15]=[C:16]([NH:17][CH2:18][CH2:19][N:20]4[CH2:25][CH2:24][O:23][CH2:22][CH2:21]4)[C:11]3=[N:10][CH:9]=2)[CH:5]=[CH:4][CH:3]=1.[C:26]([O:30][C:31](=[O:43])[NH:32][CH2:33][CH:34]([NH2:42])[C:35]1[CH:40]=[CH:39][CH:38]=[C:37]([Cl:41])[CH:36]=1)([CH3:29])([CH3:28])[CH3:27].CN(C1C(C2C(P(C3CCCCC3)C3CCCCC3)=CC=CC=2)=CC=CC=1)C.C([O-])([O-])=O.[K+].[K+], predict the reaction product. The product is: [C:26]([O:30][C:31](=[O:43])[NH:32][CH2:33][CH:34]([C:35]1[CH:40]=[CH:39][CH:38]=[C:37]([Cl:41])[CH:36]=1)[NH:42][C:2]1[CH:3]=[CH:4][CH:5]=[C:6]([C:8]2[N:12]3[CH:13]=[CH:14][N:15]=[C:16]([NH:17][CH2:18][CH2:19][N:20]4[CH2:25][CH2:24][O:23][CH2:22][CH2:21]4)[C:11]3=[N:10][CH:9]=2)[N:7]=1)([CH3:29])([CH3:27])[CH3:28]. (2) Given the reactants [CH3:1][C:2]1[CH:25]=[CH:24][CH:23]=[C:22]([CH3:26])[C:3]=1[CH2:4][O:5][C:6]1[CH:7]=[C:8]([C:12](=[O:21])[CH2:13][CH:14](C(O)=O)[C:15]([OH:17])=[O:16])[CH:9]=[CH:10][CH:11]=1, predict the reaction product. The product is: [CH3:26][C:22]1[CH:23]=[CH:24][CH:25]=[C:2]([CH3:1])[C:3]=1[CH2:4][O:5][C:6]1[CH:7]=[C:8]([C:12](=[O:21])[CH2:13][CH2:14][C:15]([OH:17])=[O:16])[CH:9]=[CH:10][CH:11]=1. (3) Given the reactants [CH2:1]([N:3]1[CH:7]=[C:6]([C:8]2[CH:13]=[CH:12][N:11]=[C:10]3[N:14]([S:19]([C:22]4[CH:27]=[CH:26][CH:25]=[CH:24][CH:23]=4)(=[O:21])=[O:20])[C:15]([CH:17]=O)=[CH:16][C:9]=23)[C:5]([C:28]2[CH:33]=[CH:32][C:31]([N+:34]([O-:36])=[O:35])=[CH:30][CH:29]=2)=[N:4]1)[CH3:2].[N:37]1([CH2:43][CH2:44][OH:45])[CH2:42][CH2:41][NH:40][CH2:39][CH2:38]1, predict the reaction product. The product is: [CH2:1]([N:3]1[CH:7]=[C:6]([C:8]2[CH:13]=[CH:12][N:11]=[C:10]3[N:14]([S:19]([C:22]4[CH:27]=[CH:26][CH:25]=[CH:24][CH:23]=4)(=[O:21])=[O:20])[C:15]([C:17]4[CH:9]=[CH:8][C:6]([CH2:7][N:40]5[CH2:41][CH2:42][N:37]([CH2:43][CH2:44][OH:45])[CH2:38][CH2:39]5)=[CH:5][CH:28]=4)=[CH:16][C:9]=23)[C:5]([C:28]2[CH:33]=[CH:32][C:31]([N+:34]([O-:36])=[O:35])=[CH:30][CH:29]=2)=[N:4]1)[CH3:2].